Dataset: Full USPTO retrosynthesis dataset with 1.9M reactions from patents (1976-2016). Task: Predict the reactants needed to synthesize the given product. (1) Given the product [CH3:1][O:2][C:3](=[O:23])[C@@H:4]([NH:13][C:14](=[O:22])[C:15]1[CH:16]=[CH:17][C:18]([NH:21][CH2:34][C:24]2[C:33]3[C:28](=[CH:29][CH:30]=[CH:31][CH:32]=3)[CH:27]=[CH:26][CH:25]=2)=[CH:19][CH:20]=1)[CH2:5][C:6]1[CH:7]=[CH:8][C:9]([Br:12])=[CH:10][CH:11]=1, predict the reactants needed to synthesize it. The reactants are: [CH3:1][O:2][C:3](=[O:23])[C@@H:4]([NH:13][C:14](=[O:22])[C:15]1[CH:20]=[CH:19][C:18]([NH2:21])=[CH:17][CH:16]=1)[CH2:5][C:6]1[CH:11]=[CH:10][C:9]([Br:12])=[CH:8][CH:7]=1.[C:24]1([CH:34]=O)[C:33]2[C:28](=[CH:29][CH:30]=[CH:31][CH:32]=2)[CH:27]=[CH:26][CH:25]=1.[BH-](OC(C)=O)(OC(C)=O)OC(C)=O.[Na+].C(Cl)Cl. (2) Given the product [CH3:16][N:17]1[CH:21]=[CH:20][N:19]=[C:18]1[S:22][C:8]1[CH:7]=[C:6]2[C:11](=[CH:10][CH:9]=1)[NH:25][N:24]=[C:4]2[NH2:5], predict the reactants needed to synthesize it. The reactants are: ClCCl.[C:4]([C:6]1[CH:7]=[C:8](B(O)O)[CH:9]=[CH:10][C:11]=1F)#[N:5].[CH3:16][N:17]1[CH:21]=[CH:20][N:19]=[C:18]1[SH:22].O.[NH2:24][NH2:25]. (3) Given the product [CH3:33][C:6]1([CH3:34])[C:7]2[C:12](=[CH:11][C:10]([N:13]3[C:17](=[O:18])[C:16]([CH3:19])([CH3:20])[N:15]([CH2:21][C:22]4[C:31]5[C:26](=[CH:27][CH:28]=[CH:29][CH:30]=5)[N:25]=[CH:24][CH:23]=4)[C:14]3=[O:32])=[CH:9][CH:8]=2)[NH:4][CH2:5]1, predict the reactants needed to synthesize it. The reactants are: C([N:4]1[C:12]2[C:7](=[CH:8][CH:9]=[C:10]([N:13]3[C:17](=[O:18])[C:16]([CH3:20])([CH3:19])[N:15]([CH2:21][C:22]4[C:31]5[C:26](=[CH:27][CH:28]=[CH:29][CH:30]=5)[N:25]=[CH:24][CH:23]=4)[C:14]3=[O:32])[CH:11]=2)[C:6]([CH3:34])([CH3:33])[CH2:5]1)(=O)C.Cl. (4) Given the product [CH3:2][O:3][C:4]([C@@H:5]1[CH2:6][C:7]2[CH:8]=[C:9]3[O:14][CH2:13][C@@H:12]([C:15]4[CH:20]=[CH:19][C:18]([O:21][CH2:22][C:23]5[CH:28]=[CH:27][C:26]([Cl:29])=[C:25]([Cl:30])[CH:24]=5)=[CH:17][CH:16]=4)[O:11][C:10]3=[CH:31][C:32]=2[CH2:38][N:33]1[C:49]([O:51][C:52]([CH3:55])([CH3:54])[CH3:53])=[O:50])=[O:34], predict the reactants needed to synthesize it. The reactants are: Cl.[CH3:2][O:3][C:4](=[O:34])[C@@H:5]([NH2:33])[CH2:6][C:7]1[CH:32]=[CH:31][C:10]2[O:11][C@H:12]([C:15]3[CH:20]=[CH:19][C:18]([O:21][CH2:22][C:23]4[CH:28]=[CH:27][C:26]([Cl:29])=[C:25]([Cl:30])[CH:24]=4)=[CH:17][CH:16]=3)[CH2:13][O:14][C:9]=2[CH:8]=1.C=O.F[C:38](F)(F)C(O)=O.C(=O)(O)[O-].[Na+].[C:49](O[C:49]([O:51][C:52]([CH3:55])([CH3:54])[CH3:53])=[O:50])([O:51][C:52]([CH3:55])([CH3:54])[CH3:53])=[O:50].